This data is from Full USPTO retrosynthesis dataset with 1.9M reactions from patents (1976-2016). The task is: Predict the reactants needed to synthesize the given product. (1) Given the product [Cl:3][C:4]1[N:9]=[C:8]([C:10]2([C:14]3[C:23]4[C:18](=[CH:19][CH:20]=[C:21]([O:24][CH2:33][CH2:32][NH:31][C:30](=[O:35])[O:29][C:25]([CH3:28])([CH3:27])[CH3:26])[CH:22]=4)[CH2:17][CH2:16][N:15]=3)[CH2:13][CH2:12][CH2:11]2)[CH:7]=[CH:6][CH:5]=1, predict the reactants needed to synthesize it. The reactants are: [H-].[Na+].[Cl:3][C:4]1[N:9]=[C:8]([C:10]2([C:14]3[C:23]4[C:18](=[CH:19][CH:20]=[C:21]([OH:24])[CH:22]=4)[CH2:17][CH2:16][N:15]=3)[CH2:13][CH2:12][CH2:11]2)[CH:7]=[CH:6][CH:5]=1.[C:25]([O:29][C:30](=[O:35])[NH:31][CH2:32][CH2:33]Br)([CH3:28])([CH3:27])[CH3:26]. (2) Given the product [ClH:32].[ClH:32].[Cl:32][C:33]1[CH:38]=[CH:37][C:36]([S:39][C:40]2[CH:47]=[CH:46][CH:45]=[CH:44][C:41]=2[CH:42]=[CH:9][C:10]2=[N:16][CH2:15][CH2:14][N:13]([CH3:17])[C:12]3[CH:18]=[C:19]([C:22]4[CH:27]=[CH:26][CH:25]=[C:24]([O:28][CH3:29])[CH:23]=4)[CH:20]=[CH:21][C:11]2=3)=[CH:35][CH:34]=1, predict the reactants needed to synthesize it. The reactants are: C(OP([CH:9]=[C:10]1[NH:16][CH2:15][CH2:14][N:13]([CH3:17])[C:12]2[CH:18]=[C:19]([C:22]3[CH:27]=[CH:26][CH:25]=[C:24]([O:28][CH3:29])[CH:23]=3)[CH:20]=[CH:21][C:11]1=2)(=O)OCC)C.[H-].[Na+].[Cl:32][C:33]1[CH:38]=[CH:37][C:36]([S:39][C:40]2[CH:47]=[CH:46][CH:45]=[CH:44][C:41]=2[CH:42]=O)=[CH:35][CH:34]=1. (3) Given the product [C:36]([OH:41])(=[O:40])[CH:37]([CH3:39])[OH:38].[C:36]([OH:41])(=[O:40])[C@H:37]([CH3:39])[OH:38].[NH2:1][C:2]1[CH:33]=[C:32]([NH2:34])[C:31]([Cl:35])=[CH:30][C:3]=1[C:4]([NH:6][C:7](=[NH:29])[NH:8][CH2:9][CH2:10][CH2:11][CH2:12][C:13]1[C:22]2[C:17](=[CH:18][CH:19]=[CH:20][CH:21]=2)[C:16]([O:23][CH2:24][CH:25]([OH:28])[CH2:26][OH:27])=[CH:15][CH:14]=1)=[O:5], predict the reactants needed to synthesize it. The reactants are: [NH2:1][C:2]1[CH:33]=[C:32]([NH2:34])[C:31]([Cl:35])=[CH:30][C:3]=1[C:4]([NH:6][C:7](=[NH:29])[NH:8][CH2:9][CH2:10][CH2:11][CH2:12][C:13]1[C:22]2[C:17](=[CH:18][CH:19]=[CH:20][CH:21]=2)[C:16]([O:23][CH2:24][CH:25]([OH:28])[CH2:26][OH:27])=[CH:15][CH:14]=1)=[O:5].[C:36]([OH:41])(=[O:40])[C@H:37]([CH3:39])[OH:38]. (4) The reactants are: [CH3:1][O:2][C:3]1[CH:4]=[C:5]([CH2:13][C:14]2[CH:15]=[N:16][C:17]([NH2:21])=[N:18][C:19]=2[NH2:20])[CH:6]=[C:7]([O:11][CH3:12])[C:8]=1[O:9][CH3:10].[C:22](O[C:22](=[O:27])[C:23]([CH3:26])([CH3:25])[CH3:24])(=[O:27])[C:23]([CH3:26])([CH3:25])[CH3:24]. Given the product [CH3:24][C:23]([CH3:26])([CH3:25])[C:22]([NH:20][C:19]1[C:14]([CH2:13][C:5]2[CH:6]=[C:7]([O:11][CH3:12])[C:8]([O:9][CH3:10])=[C:3]([O:2][CH3:1])[CH:4]=2)=[CH:15][N:16]=[C:17]([NH:21][C:22](=[O:27])[C:23]([CH3:26])([CH3:25])[CH3:24])[N:18]=1)=[O:27], predict the reactants needed to synthesize it. (5) Given the product [Cl:21][C:8]1[CH:9]=[C:10]([NH:13][S:14]([C:17]([F:20])([F:19])[F:18])(=[O:16])=[O:15])[CH:11]=[CH:12][C:7]=1[C:5]1[N:6]=[C:2]([C:36]2[CH:35]=[CH:34][CH:33]=[CH:32][C:31]=2[C:22]2[CH:23]=[CH:24][CH:25]=[CH:26][CH:27]=2)[S:3][CH:4]=1, predict the reactants needed to synthesize it. The reactants are: Br[C:2]1[S:3][CH:4]=[C:5]([C:7]2[CH:12]=[CH:11][C:10]([NH:13][S:14]([C:17]([F:20])([F:19])[F:18])(=[O:16])=[O:15])=[CH:9][C:8]=2[Cl:21])[N:6]=1.[C:22]1([C:31]2[CH:36]=[CH:35][CH:34]=[CH:33][CH:32]=2)[CH:27]=[CH:26][CH:25]=[CH:24][C:23]=1B(O)O.C(=O)([O-])[O-].[K+].[K+].CN(C)C=O. (6) Given the product [F:21][C:20]([F:23])([F:22])[S:17]([O:7][CH:6]1[N:2]([CH3:1])[N:3]=[C:4]([CH3:8])[CH2:5]1)(=[O:19])=[O:18], predict the reactants needed to synthesize it. The reactants are: [CH3:1][N:2]1[C:6](=[O:7])[CH2:5][C:4]([CH3:8])=[N:3]1.CC1C=CC=C(C)N=1.[S:17](O[S:17]([C:20]([F:23])([F:22])[F:21])(=[O:19])=[O:18])([C:20]([F:23])([F:22])[F:21])(=[O:19])=[O:18].